From a dataset of Full USPTO retrosynthesis dataset with 1.9M reactions from patents (1976-2016). Predict the reactants needed to synthesize the given product. (1) Given the product [C:1]([O:5][C:6]([NH:8][C@H:9]([CH2:10][O:11][CH2:26][C:25]1[CH:28]=[CH:29][C:22]([F:21])=[CH:23][CH:24]=1)[C:12]([OH:14])=[O:13])=[O:7])([CH3:4])([CH3:2])[CH3:3], predict the reactants needed to synthesize it. The reactants are: [C:1]([O:5][C:6]([NH:8][C@@H:9]([C:12]([OH:14])=[O:13])[CH2:10][OH:11])=[O:7])([CH3:4])([CH3:3])[CH3:2].C([O-])(C)(C)C.[K+].[F:21][C:22]1[CH:29]=[CH:28][C:25]([CH2:26]Cl)=[CH:24][CH:23]=1.O. (2) Given the product [C:1]([O:5][C:6](=[O:7])[NH:8][C:9]1([C:13]2[CH:14]=[CH:15][C:16]([C:19]3[C:24]([C:25]4[CH:26]=[CH:27][CH:28]=[CH:29][CH:30]=4)=[CH:23][N:22]4[N:31]=[C:32]([C:34](=[O:36])[NH:45][CH3:43])[N:33]=[C:21]4[N:20]=3)=[CH:17][CH:18]=2)[CH2:10][CH2:11][CH2:12]1)([CH3:2])([CH3:3])[CH3:4], predict the reactants needed to synthesize it. The reactants are: [C:1]([O:5][C:6]([NH:8][C:9]1([C:13]2[CH:18]=[CH:17][C:16]([C:19]3[C:24]([C:25]4[CH:30]=[CH:29][CH:28]=[CH:27][CH:26]=4)=[CH:23][N:22]4[N:31]=[C:32]([C:34]([OH:36])=O)[N:33]=[C:21]4[N:20]=3)=[CH:15][CH:14]=2)[CH2:12][CH2:11][CH2:10]1)=[O:7])([CH3:4])([CH3:3])[CH3:2].CN.C1C=CC2N(O)N=[N:45][C:43]=2C=1.CCN=C=NCCCN(C)C. (3) Given the product [CH3:16][N:17]1[C:26]2[C:21](=[CH:22][C:23]([C:2]3[C:3]4[CH2:10][CH2:9][CH:8]([NH:11][C:12](=[O:15])[CH2:13][CH3:14])[C:4]=4[CH:5]=[N:6][CH:7]=3)=[CH:24][CH:25]=2)[CH2:20][CH2:19][C:18]1=[O:36], predict the reactants needed to synthesize it. The reactants are: Br[C:2]1[C:3]2[CH2:10][CH2:9][CH:8]([NH:11][C:12](=[O:15])[CH2:13][CH3:14])[C:4]=2[CH:5]=[N:6][CH:7]=1.[CH3:16][N:17]1[C:26]2[C:21](=[CH:22][C:23](B3OC(C)(C)C(C)(C)O3)=[CH:24][CH:25]=2)[CH2:20][CH2:19][C:18]1=[O:36]. (4) Given the product [F:1][C:2]1[C:13]([O:14][CH3:15])=[CH:12][CH:11]=[CH:10][C:3]=1[CH:4]=[O:5], predict the reactants needed to synthesize it. The reactants are: [F:1][C:2]1[C:13]([O:14][CH3:15])=[CH:12][CH:11]=[CH:10][C:3]=1[C:4](N(OC)C)=[O:5]. (5) The reactants are: Br[CH2:2][C:3]([O:5][CH2:6][CH3:7])=[O:4].[CH3:8][C:9]1([CH3:23])[C:13]([CH3:15])([CH3:14])[O:12][B:11]([C:16]2[CH:21]=[CH:20][C:19]([OH:22])=[CH:18][CH:17]=2)[O:10]1.C(=O)([O-])[O-].[K+].[K+].O. Given the product [CH3:14][C:13]1([CH3:15])[C:9]([CH3:8])([CH3:23])[O:10][B:11]([C:16]2[CH:21]=[CH:20][C:19]([O:22][CH2:2][C:3]([O:5][CH2:6][CH3:7])=[O:4])=[CH:18][CH:17]=2)[O:12]1, predict the reactants needed to synthesize it. (6) Given the product [C:36](/[CH:35]=[CH:1]/[C@@H:3]([N:7]([CH3:15])[C:8](=[O:14])[O:9][C:10]([CH3:13])([CH3:12])[CH3:11])[CH:4]([CH3:6])[CH3:5])#[N:37], predict the reactants needed to synthesize it. The reactants are: [CH:1]([C@@H:3]([N:7]([CH3:15])[C:8](=[O:14])[O:9][C:10]([CH3:13])([CH3:12])[CH3:11])[CH:4]([CH3:6])[CH3:5])=O.C1(P(=[CH:35][C:36]#[N:37])(C2C=CC=CC=2)C2C=CC=CC=2)C=CC=CC=1. (7) Given the product [Br:1][C:2]1[C:14]2[C:13]3[C:8](=[CH:9][C:10]([O:16][CH3:15])=[CH:11][CH:12]=3)[NH:7][C:6]=2[N:5]=[CH:4][CH:3]=1, predict the reactants needed to synthesize it. The reactants are: [Br:1][C:2]1[C:14]2[C:13]3[C:8](=[CH:9][CH:10]=[CH:11][CH:12]=3)[NH:7][C:6]=2[N:5]=[CH:4][CH:3]=1.[CH3:15][O:16]C1C=C2C(C3C(=[N+]([O-])C=CC=3)N2)=CC=1.P(Br)(Br)(Br)=O. (8) Given the product [OH:1][CH2:2][CH2:3][CH2:4][C:5]([O:7][CH2:9][C:10]1[CH:15]=[CH:14][CH:13]=[CH:12][CH:11]=1)=[O:6], predict the reactants needed to synthesize it. The reactants are: [OH:1][CH2:2][CH2:3][CH2:4][C:5]([O-:7])=[O:6].[Na+].[CH2:9](Br)[C:10]1[CH:15]=[CH:14][CH:13]=[CH:12][CH:11]=1.O. (9) Given the product [NH2:32][C:28]1([C:25]2[CH:24]=[CH:23][C:22]([C:13]3[C:14]([C:16]4[CH:17]=[CH:18][CH:19]=[CH:20][CH:21]=4)=[CH:15][C:6]4[N:5]([CH2:4][CH:1]5[CH2:2][CH2:3]5)[C:10](=[O:11])[CH2:9][O:8][C:7]=4[N:12]=3)=[CH:27][CH:26]=2)[CH2:29][CH2:30][CH2:31]1, predict the reactants needed to synthesize it. The reactants are: [CH:1]1([CH2:4][N:5]2[C:10](=[O:11])[CH2:9][O:8][C:7]3[N:12]=[C:13]([C:22]4[CH:27]=[CH:26][C:25]([C:28]5([NH:32]C(=O)OC(C)(C)C)[CH2:31][CH2:30][CH2:29]5)=[CH:24][CH:23]=4)[C:14]([C:16]4[CH:21]=[CH:20][CH:19]=[CH:18][CH:17]=4)=[CH:15][C:6]2=3)[CH2:3][CH2:2]1.